This data is from HIV replication inhibition screening data with 41,000+ compounds from the AIDS Antiviral Screen. The task is: Binary Classification. Given a drug SMILES string, predict its activity (active/inactive) in a high-throughput screening assay against a specified biological target. (1) The result is 0 (inactive). The molecule is COc1ccc2c(c1)C(=O)c1ccc(OC)cc1C2=S. (2) The molecule is CN(C)c1nc(N)c(N=O)c(O)n1. The result is 0 (inactive). (3) The compound is COc1ccc(OC)c2c1C(=O)C1CC1(Br)C2=O. The result is 0 (inactive).